This data is from Peptide-MHC class II binding affinity with 134,281 pairs from IEDB. The task is: Regression. Given a peptide amino acid sequence and an MHC pseudo amino acid sequence, predict their binding affinity value. This is MHC class II binding data. (1) The peptide sequence is SQDLELSWNLNGMQAY. The MHC is HLA-DQA10101-DQB10501 with pseudo-sequence HLA-DQA10101-DQB10501. The binding affinity (normalized) is 0.708. (2) The peptide sequence is RPLLIEGTASLSPGM. The MHC is DRB5_0101 with pseudo-sequence DRB5_0101. The binding affinity (normalized) is 0.309. (3) The peptide sequence is KKGAGGITIKKTGQA. The MHC is HLA-DPA10201-DPB10101 with pseudo-sequence HLA-DPA10201-DPB10101. The binding affinity (normalized) is 0.0551. (4) The peptide sequence is YLGKREDQWCGSLIGLT. The MHC is DRB1_0405 with pseudo-sequence DRB1_0405. The binding affinity (normalized) is 0.326. (5) The MHC is HLA-DQA10102-DQB10501 with pseudo-sequence HLA-DQA10102-DQB10501. The binding affinity (normalized) is 0. The peptide sequence is STGEAHLAEENEGDN. (6) The peptide sequence is GQQRVFKEKVDTRAK. The MHC is HLA-DQA10201-DQB10303 with pseudo-sequence HLA-DQA10201-DQB10303. The binding affinity (normalized) is 0. (7) The peptide sequence is KIIGGIGGFVKVRQYDQIPI. The MHC is DRB1_0901 with pseudo-sequence DRB1_0901. The binding affinity (normalized) is 0.219. (8) The peptide sequence is KTKQIGNRPGPSRGV. The MHC is H-2-IAd with pseudo-sequence H-2-IAd. The binding affinity (normalized) is 0.466. (9) The peptide sequence is FLHYIFMENAFELPT. The MHC is DRB1_0405 with pseudo-sequence DRB1_0405. The binding affinity (normalized) is 0.729.